The task is: Predict the product of the given reaction.. This data is from Forward reaction prediction with 1.9M reactions from USPTO patents (1976-2016). (1) Given the reactants [C:1]([O:5][C:6]([N:8]1[CH2:12][CH2:11][CH:10]([N:13]2[CH2:17][CH2:16][CH:15]([C:18]([OH:20])=O)[CH2:14]2)[CH2:9]1)=[O:7])([CH3:4])([CH3:3])[CH3:2].OC1C2N=NNC=2C=CC=1.[NH2:31][CH2:32][C:33]([N:35]([C:37]1[CH:42]=[CH:41][C:40]([Cl:43])=[C:39]([CH2:44][O:45][C:46]2[C:54]3[N:53]=[C:52]([O:55][CH3:56])[N:51]([CH2:57][C:58]4[CH:63]=[CH:62][CH:61]=[CH:60][N:59]=4)[C:50]=3[CH:49]=[CH:48][CH:47]=2)[C:38]=1[Cl:64])[CH3:36])=[O:34].O, predict the reaction product. The product is: [Cl:64][C:38]1[C:39]([CH2:44][O:45][C:46]2[C:54]3[N:53]=[C:52]([O:55][CH3:56])[N:51]([CH2:57][C:58]4[CH:63]=[CH:62][CH:61]=[CH:60][N:59]=4)[C:50]=3[CH:49]=[CH:48][CH:47]=2)=[C:40]([Cl:43])[CH:41]=[CH:42][C:37]=1[N:35]([CH3:36])[C:33](=[O:34])[CH2:32][NH:31][C:18]([CH:15]1[CH2:16][CH2:17][N:13]([CH:10]2[CH2:11][CH2:12][N:8]([C:6]([O:5][C:1]([CH3:2])([CH3:3])[CH3:4])=[O:7])[CH2:9]2)[CH2:14]1)=[O:20]. (2) Given the reactants [CH3:1][O:2][C:3]1[CH:4]=[C:5]2[C:10](=[CH:11][C:12]=1[O:13][CH2:14][CH2:15][CH2:16]Cl)[N:9]=[CH:8][NH:7][C:6]2=[O:18].[NH:19]1[CH2:24][CH2:23][CH2:22][CH2:21][CH2:20]1, predict the reaction product. The product is: [CH3:1][O:2][C:3]1[CH:4]=[C:5]2[C:10](=[CH:11][C:12]=1[O:13][CH2:14][CH2:15][CH2:16][N:19]1[CH2:24][CH2:23][CH2:22][CH2:21][CH2:20]1)[N:9]=[CH:8][NH:7][C:6]2=[O:18]. (3) Given the reactants [NH2:1][CH2:2][CH2:3][OH:4].[Cl:5][C:6]1[C:11]([C:12]2[CH:17]=[CH:16][CH:15]=[C:14]([CH2:18][CH3:19])[CH:13]=2)=[C:10]([C:20]([C@@H:30]2[CH2:35][CH2:34][CH2:33][N:32]([C:36]([C:38]3[CH:43]=[CH:42][C:41]([CH:44]=O)=[CH:40][CH:39]=3)=[O:37])[CH2:31]2)([OH:29])[CH2:21][CH2:22][CH2:23][NH:24][C:25](=[O:28])[O:26][CH3:27])[CH:9]=[CH:8][CH:7]=1.C([BH3-])#N.[Na+], predict the reaction product. The product is: [Cl:5][C:6]1[C:11]([C:12]2[CH:17]=[CH:16][CH:15]=[C:14]([CH2:18][CH3:19])[CH:13]=2)=[C:10]([C:20]([OH:29])([C@@H:30]2[CH2:35][CH2:34][CH2:33][N:32]([C:36]([C:38]3[CH:43]=[CH:42][C:41]([CH2:44][NH:1][CH2:2][CH2:3][OH:4])=[CH:40][CH:39]=3)=[O:37])[CH2:31]2)[CH2:21][CH2:22][CH2:23][NH:24][C:25](=[O:28])[O:26][CH3:27])[CH:9]=[CH:8][CH:7]=1. (4) Given the reactants [NH2:1][C:2]1[N:7]=[CH:6][N:5]=[C:4]2[N:8]([CH:12]([C:14]3[O:15][C:16](=[O:30])[C:17]4[C:22]([C:23]=3[C:24]3[CH:29]=[CH:28][CH:27]=[CH:26][CH:25]=3)=[CH:21][CH:20]=[CH:19][CH:18]=4)[CH3:13])[N:9]=[C:10](I)[C:3]=12.C([Sn](CCCC)(CCCC)[C:36]1[CH:41]=[N:40][CH:39]=[CH:38][N:37]=1)CCC.[Li+].[Cl-], predict the reaction product. The product is: [NH2:1][C:2]1[N:7]=[CH:6][N:5]=[C:4]2[N:8]([CH:12]([C:14]3[O:15][C:16](=[O:30])[C:17]4[C:22]([C:23]=3[C:24]3[CH:29]=[CH:28][CH:27]=[CH:26][CH:25]=3)=[CH:21][CH:20]=[CH:19][CH:18]=4)[CH3:13])[N:9]=[C:10]([C:36]3[CH:41]=[N:40][CH:39]=[CH:38][N:37]=3)[C:3]=12. (5) The product is: [CH3:1][O:2][C:3](=[O:40])[C@@H:4]([NH:31][C:32]([O:34][CH:35]1[CH2:36][CH2:37][CH2:38][CH2:39]1)=[O:33])[CH2:5][CH2:6][CH2:7][CH2:8][CH2:9][CH2:10][CH2:11][NH:12][C:13](=[O:30])[CH:14]([OH:29])[CH:15]([NH2:21])[CH2:16][CH:17]1[CH2:20][CH2:19][CH2:18]1. Given the reactants [CH3:1][O:2][C:3](=[O:40])[C@@H:4]([NH:31][C:32]([O:34][CH:35]1[CH2:39][CH2:38][CH2:37][CH2:36]1)=[O:33])[CH2:5][CH2:6][CH2:7][CH2:8][CH2:9][CH2:10][CH2:11][NH:12][C:13](=[O:30])[CH:14]([OH:29])[CH:15]([NH:21]C(OC(C)(C)C)=O)[CH2:16][CH:17]1[CH2:20][CH2:19][CH2:18]1, predict the reaction product. (6) Given the reactants [NH2:1][C:2]1[CH:3]=[C:4]([CH:8]=[CH:9][C:10]=1[OH:11])[C:5]([OH:7])=[O:6].N1C=CC=CC=1.[F:18][C:19]([F:31])([F:30])[O:20][C:21]1[CH:29]=[CH:28][C:24]([C:25](Cl)=[O:26])=[CH:23][CH:22]=1, predict the reaction product. The product is: [OH:11][C:10]1[CH:9]=[CH:8][C:4]([C:5]([OH:7])=[O:6])=[CH:3][C:2]=1[NH:1][C:25](=[O:26])[C:24]1[CH:28]=[CH:29][C:21]([O:20][C:19]([F:18])([F:30])[F:31])=[CH:22][CH:23]=1.